Dataset: Reaction yield outcomes from USPTO patents with 853,638 reactions. Task: Predict the reaction yield, written as a fraction of the theoretical maximum amount of product (1.0 means a 100% yield; for example, 0.34 means a 34% yield). (1) The reactants are O[N:2]=[C:3]([CH2:9][CH2:10][C:11]1[CH:16]=[CH:15][CH:14]=[CH:13][CH:12]=1)[CH2:4][CH2:5][C:6]([OH:8])=[O:7]. The catalyst is C(O)C.[Pd]. The product is [NH2:2][CH:3]([CH2:9][CH2:10][C:11]1[CH:12]=[CH:13][CH:14]=[CH:15][CH:16]=1)[CH2:4][CH2:5][C:6]([OH:8])=[O:7]. The yield is 0.0500. (2) The reactants are [CH:1]1([C:7]2[C:8]3[CH:9]=[CH:10][C:11]([C:29]([O:31][CH3:32])=[O:30])=[CH:12][C:13]=3[N:14]3[CH2:20][C:19]([C:21]([O:23]C)=[O:22])=[CH:18][C:17]4[CH:25]=[CH:26][CH:27]=[CH:28][C:16]=4[C:15]=23)[CH2:6][CH2:5][CH2:4][CH2:3][CH2:2]1.[Li+].[OH-]. The catalyst is CN(C)C=O. The product is [CH:1]1([C:7]2[C:8]3[CH:9]=[CH:10][C:11]([C:29]([O:31][CH3:32])=[O:30])=[CH:12][C:13]=3[N:14]3[CH:20]=[C:19]([C:21]([OH:23])=[O:22])[CH2:18][C:17]4[CH:25]=[CH:26][CH:27]=[CH:28][C:16]=4[C:15]=23)[CH2:2][CH2:3][CH2:4][CH2:5][CH2:6]1. The yield is 0.970. (3) The reactants are [C:1]([O:5][C:6]([N:8]1[C:16]2[C:11](=[CH:12][C:13]([N+:17]([O-])=O)=[CH:14][CH:15]=2)[CH:10]=[N:9]1)=[O:7])([CH3:4])([CH3:3])[CH3:2].CCO[C:23]([CH3:25])=O. The catalyst is C1COCC1.[Pd]. The product is [C:1]([O:5][C:6]([N:8]1[C:16]2[C:11](=[CH:12][C:13]([NH:17][CH:25]3[CH2:23][CH2:15][CH2:16][NH:8][CH2:6]3)=[CH:14][CH:15]=2)[CH:10]=[N:9]1)=[O:7])([CH3:4])([CH3:3])[CH3:2]. The yield is 0.950. (4) The yield is 0.740. The reactants are [CH3:1][C:2]([C:5]1[CH:6]=[C:7]([C:16](=[CH2:30])[C:17]([NH:19][C:20]2[CH:25]=[C:24]([N+:26]([O-])=O)[CH:23]=[CH:22][C:21]=2[OH:29])=[O:18])[CH:8]=[C:9]([C:12]([CH3:15])([CH3:14])[CH3:13])[C:10]=1[OH:11])([CH3:4])[CH3:3].CC(C1C=C(C(=C)C(NC2C=CC(O)=C([N+]([O-])=O)C=2)=O)C=C(C(C)(C)C)C=1O)(C)C. The product is [CH3:4][C:2]([C:5]1[CH:6]=[C:7]([C:16](=[CH2:30])[C:17]([NH:19][C:20]2[CH:25]=[C:24]([NH2:26])[CH:23]=[CH:22][C:21]=2[OH:29])=[O:18])[CH:8]=[C:9]([C:12]([CH3:13])([CH3:14])[CH3:15])[C:10]=1[OH:11])([CH3:1])[CH3:3]. No catalyst specified. (5) The reactants are [OH:1][C:2]1[C:9]([CH3:10])=[CH:8][C:5]([C:6]#[N:7])=[CH:4][C:3]=1[CH3:11].[H-].[Na+].[CH2:14](Br)[C:15]1[CH:20]=[CH:19][CH:18]=[CH:17][CH:16]=1. The catalyst is CN(C=O)C. The product is [CH2:14]([O:1][C:2]1[C:3]([CH3:11])=[CH:4][C:5]([C:6]#[N:7])=[CH:8][C:9]=1[CH3:10])[C:15]1[CH:20]=[CH:19][CH:18]=[CH:17][CH:16]=1. The yield is 1.00.